From a dataset of Peptide-MHC class II binding affinity with 134,281 pairs from IEDB. Regression. Given a peptide amino acid sequence and an MHC pseudo amino acid sequence, predict their binding affinity value. This is MHC class II binding data. The peptide sequence is KVFNTRRNTLLFLDL. The MHC is DRB1_0802 with pseudo-sequence DRB1_0802. The binding affinity (normalized) is 0.456.